Dataset: Full USPTO retrosynthesis dataset with 1.9M reactions from patents (1976-2016). Task: Predict the reactants needed to synthesize the given product. (1) Given the product [C:12]([OH:21])(=[O:20])[CH2:13][CH2:14][CH2:15][CH2:16][CH2:17][CH2:18][CH3:19], predict the reactants needed to synthesize it. The reactants are: CC1(C)N([O])C(C)(C)CCC1.[CH2:12]([OH:20])[CH2:13][CH2:14][CH2:15][CH2:16][CH2:17][CH2:18][CH3:19].[OH2:21]. (2) The reactants are: [C:1]([OH:8])(=[O:7])[C:2]#[C:3][C:4]([OH:6])=[O:5].[CH:9]1[CH2:13][CH:12]=[CH:11][CH:10]=1. Given the product [CH:11]12[CH2:12][CH:13]([CH:9]=[CH:10]1)[C:3]([C:4]([OH:6])=[O:5])=[C:2]2[C:1]([OH:8])=[O:7], predict the reactants needed to synthesize it. (3) Given the product [CH3:5][O:6][C:7](=[O:32])[CH2:8][CH2:9][CH2:10][CH:11]=[CH:12][CH2:13][N:14]1[C:15](=[O:31])[CH2:16][CH2:17][CH2:18][C@@H:19]1/[CH:20]=[CH:21]/[CH:22]([OH:30])[CH2:23][C:24]1[CH:29]=[CH:28][CH:27]=[CH:26][CH:25]=1, predict the reactants needed to synthesize it. The reactants are: [BH4-].[Na+].CO.[CH3:5][O:6][C:7](=[O:32])[CH2:8][CH2:9][CH2:10][CH:11]=[CH:12][CH2:13][N:14]1[C@@H:19](/[CH:20]=[CH:21]/[C:22](=[O:30])[CH2:23][C:24]2[CH:29]=[CH:28][CH:27]=[CH:26][CH:25]=2)[CH2:18][CH2:17][CH2:16][C:15]1=[O:31]. (4) Given the product [CH:39]1[C:51]2[CH:50]([CH2:52][O:53][C:54]([NH:1][C:2]3[CH:3]=[CH:4][C:5]([S:8][C:9]4[CH:17]=[CH:16][C:12]([C:13]([OH:15])=[O:14])=[CH:11][C:10]=4[N+:18]([O-:20])=[O:19])=[CH:6][CH:7]=3)=[O:55])[C:49]3[C:44](=[CH:45][CH:46]=[CH:47][CH:48]=3)[C:43]=2[CH:42]=[CH:41][CH:40]=1, predict the reactants needed to synthesize it. The reactants are: [NH2:1][C:2]1[CH:7]=[CH:6][C:5]([S:8][C:9]2[CH:17]=[CH:16][C:12]([C:13]([OH:15])=[O:14])=[CH:11][C:10]=2[N+:18]([O-:20])=[O:19])=[CH:4][CH:3]=1.C/C(/O[Si](C)(C)C)=N\[Si](C)(C)C.N1C=CC=CC=1.[CH:39]1[C:51]2[CH:50]([CH2:52][O:53][C:54](Cl)=[O:55])[C:49]3[C:44](=[CH:45][CH:46]=[CH:47][CH:48]=3)[C:43]=2[CH:42]=[CH:41][CH:40]=1.Cl. (5) Given the product [CH2:1]([O:8][C:9](=[O:27])[C@H:10]([CH2:12][CH2:13][CH2:14][CH2:15][NH:16][C:17]([O:19][CH2:20][C:21]1[CH:22]=[CH:23][CH:24]=[CH:25][CH:26]=1)=[O:18])[NH:11][CH2:28][CH:29]([CH3:31])[CH3:30])[C:2]1[CH:7]=[CH:6][CH:5]=[CH:4][CH:3]=1, predict the reactants needed to synthesize it. The reactants are: [CH2:1]([O:8][C:9](=[O:27])[C@H:10]([CH2:12][CH2:13][CH2:14][CH2:15][NH:16][C:17]([O:19][CH2:20][C:21]1[CH:26]=[CH:25][CH:24]=[CH:23][CH:22]=1)=[O:18])[NH2:11])[C:2]1[CH:7]=[CH:6][CH:5]=[CH:4][CH:3]=1.[CH:28](=O)[CH:29]([CH3:31])[CH3:30]. (6) The reactants are: [CH3:1][O:2][C:3]1[CH:4]=[C:5]([CH2:11][C:12]([O:14]C)=O)[CH:6]=[C:7]([O:9][CH3:10])[CH:8]=1.[NH2:16][C:17]1[C:22]([CH:23]=O)=[CH:21][N:20]=[C:19]([S:25][CH3:26])[N:18]=1.C([O-])([O-])=O.[K+].[K+].O. Given the product [CH3:10][O:9][C:7]1[CH:6]=[C:5]([C:11]2[C:12](=[O:14])[NH:16][C:17]3[N:18]=[C:19]([S:25][CH3:26])[N:20]=[CH:21][C:22]=3[CH:23]=2)[CH:4]=[C:3]([O:2][CH3:1])[CH:8]=1, predict the reactants needed to synthesize it. (7) Given the product [Cl:23][CH2:24][C:25]([N:14]1[CH:12]2[CH2:11][CH2:10][CH:9]1[CH2:8][CH:7]([C:2]1[CH:3]=[CH:4][CH:5]=[CH:6][C:1]=1[CH3:15])[CH2:13]2)=[O:26], predict the reactants needed to synthesize it. The reactants are: [C:1]1([CH3:15])[CH:6]=[CH:5][CH:4]=[CH:3][C:2]=1[CH:7]1[CH2:13][CH:12]2[NH:14][CH:9]([CH2:10][CH2:11]2)[CH2:8]1.CCN(CC)CC.[Cl:23][CH2:24][C:25](Cl)=[O:26].